Predict the reaction yield, written as a fraction of the theoretical maximum amount of product (1.0 means a 100% yield; for example, 0.34 means a 34% yield). From a dataset of Reaction yield outcomes from USPTO patents with 853,638 reactions. The reactants are [F:1][C:2]1[CH:3]=[CH:4][C:5]2[O:11][CH2:10][CH:9]3[CH2:12][N:13](C(OC(C)(C)C)=O)[CH2:14][CH2:15][N:8]3[C:7](=[O:23])[C:6]=2[CH:24]=1.C(OCC)(=O)C.[ClH:31]. No catalyst specified. The product is [ClH:31].[F:1][C:2]1[CH:3]=[CH:4][C:5]2[O:11][CH2:10][CH:9]3[CH2:12][NH:13][CH2:14][CH2:15][N:8]3[C:7](=[O:23])[C:6]=2[CH:24]=1. The yield is 0.818.